The task is: Predict the reactants needed to synthesize the given product.. This data is from Full USPTO retrosynthesis dataset with 1.9M reactions from patents (1976-2016). (1) Given the product [CH2:7]([O:9][C:10]([C:12]1[C:16]([C:17]2[CH:22]=[CH:21][C:20]([O:23][CH2:24][CH:25]=[CH2:26])=[CH:19][CH:18]=2)=[C:15]([CH3:27])[S:14][C:13]=1[NH:28][C:4](=[O:5])[CH2:3][C:1]#[N:2])=[O:11])[CH3:8], predict the reactants needed to synthesize it. The reactants are: [C:1]([CH2:3][C:4](O)=[O:5])#[N:2].[CH2:7]([O:9][C:10]([C:12]1[C:16]([C:17]2[CH:22]=[CH:21][C:20]([O:23][CH2:24][CH:25]=[CH2:26])=[CH:19][CH:18]=2)=[C:15]([CH3:27])[S:14][C:13]=1[NH2:28])=[O:11])[CH3:8].C([O-])([O-])=O.[Na+].[Na+]. (2) Given the product [Cl:8][C:4]1[CH:5]=[N:6][CH:7]=[C:2]([O:9][C:10]2[CH:11]=[N:12][CH:13]=[CH:14][CH:15]=2)[N:3]=1, predict the reactants needed to synthesize it. The reactants are: Cl[C:2]1[CH:7]=[N:6][CH:5]=[C:4]([Cl:8])[N:3]=1.[OH:9][C:10]1[CH:11]=[N:12][CH:13]=[CH:14][CH:15]=1.C([O-])([O-])=O.[K+].[K+]. (3) The reactants are: [CH3:1][O:2][CH2:3][CH2:4][N:5]1[CH2:11][CH2:10][CH2:9][C:8]([CH3:13])([CH3:12])[C:7]2[CH:14]=[CH:15][C:16]([NH2:18])=[CH:17][C:6]1=2.Cl[C:20]1[N:25]=[C:24]([NH:26][C:27]2[C:36]([F:37])=[CH:35][CH:34]=[CH:33][C:28]=2[C:29]([NH:31][CH3:32])=[O:30])[C:23]([Cl:38])=[CH:22][N:21]=1. Given the product [Cl:38][C:23]1[C:24]([NH:26][C:27]2[C:36]([F:37])=[CH:35][CH:34]=[CH:33][C:28]=2[C:29]([NH:31][CH3:32])=[O:30])=[N:25][C:20]([NH:18][C:16]2[CH:15]=[CH:14][C:7]3[C:8]([CH3:13])([CH3:12])[CH2:9][CH2:10][CH2:11][N:5]([CH2:4][CH2:3][O:2][CH3:1])[C:6]=3[CH:17]=2)=[N:21][CH:22]=1, predict the reactants needed to synthesize it. (4) Given the product [C:1]1([CH2:7][CH2:8][CH2:9][CH2:10][CH2:11][CH2:12][CH:13]=[O:14])[CH:6]=[CH:5][CH:4]=[CH:3][CH:2]=1, predict the reactants needed to synthesize it. The reactants are: [C:1]1([CH2:7][CH2:8][CH2:9][CH2:10][CH2:11][CH2:12][CH2:13][OH:14])[CH:6]=[CH:5][CH:4]=[CH:3][CH:2]=1. (5) Given the product [N:28]1([CH2:31][CH2:32][NH:33][C:34]2[C:2]3[CH2:8][CH2:7][CH2:6][C:5]4[CH:9]=[C:10]([N:13]5[CH2:17][C@H:16]([CH2:18][NH:19][C:20](=[O:22])[CH3:21])[O:15][C:14]5=[O:23])[CH:11]=[CH:12][C:4]=4[C:3]=3[NH:36][N:35]=2)[CH2:27][CH2:26][O:25][CH2:30][CH2:29]1, predict the reactants needed to synthesize it. The reactants are: Br[CH:2]1[CH2:8][CH2:7][CH2:6][C:5]2[CH:9]=[C:10]([N:13]3[CH2:17][C@H:16]([CH2:18][NH:19][C:20](=[O:22])[CH3:21])[O:15][C:14]3=[O:23])[CH:11]=[CH:12][C:4]=2[C:3]1=O.[O:25]1[CH2:30][CH2:29][N:28]([CH2:31][CH2:32][NH:33][C:34](=S)[NH:35][NH2:36])[CH2:27][CH2:26]1.